From a dataset of Forward reaction prediction with 1.9M reactions from USPTO patents (1976-2016). Predict the product of the given reaction. (1) Given the reactants Br[C:2]1[CH:11]=[C:10]2[C:5]([CH:6]=[C:7]([CH3:30])[C:8]([CH:19]([O:25][C:26]([CH3:29])([CH3:28])[CH3:27])[C:20]([O:22]CC)=[O:21])=[C:9]2[C:12]2[CH:17]=[CH:16][C:15]([Cl:18])=[CH:14][CH:13]=2)=[CH:4][CH:3]=1.[CH2:31]([Sn](CCCC)(CCCC)C=C)[CH2:32]CC.C(N(CC)CC)C, predict the reaction product. The product is: [C:26]([O:25][CH:19]([C:8]1[C:7]([CH3:30])=[CH:6][C:5]2[C:10](=[CH:11][C:2]([CH:31]=[CH2:32])=[CH:3][CH:4]=2)[C:9]=1[C:12]1[CH:17]=[CH:16][C:15]([Cl:18])=[CH:14][CH:13]=1)[C:20]([OH:22])=[O:21])([CH3:27])([CH3:28])[CH3:29]. (2) Given the reactants [ClH:1].[NH2:2][C:3]([NH2:5])=[NH:4].C[O-].[Na+].CN(C)C=O.[CH3:14][C:15]1[C:19]([C:20](OC)=[O:21])=[N:18][N:17]([C:24]2[CH:29]=[CH:28][CH:27]=[CH:26][CH:25]=2)[N:16]=1, predict the reaction product. The product is: [ClH:1].[CH3:14][C:15]1[C:19]([C:20]([NH:4][C:3]([NH2:5])=[NH:2])=[O:21])=[N:18][N:17]([C:24]2[CH:29]=[CH:28][CH:27]=[CH:26][CH:25]=2)[N:16]=1. (3) Given the reactants [NH2:1][C@H:2]([C:7]([OH:9])=[O:8])[CH2:3][C:4](=[O:6])[NH2:5].[CH:10](=[O:28])[CH2:11][CH2:12][CH2:13][CH2:14][CH2:15][CH2:16][CH2:17][CH2:18][CH2:19][CH2:20][CH2:21][CH2:22][CH2:23][CH2:24][CH2:25][CH2:26][CH3:27].[C:29](Cl)(=O)[CH2:30][CH2:31][CH2:32][CH2:33][CH2:34][CH2:35][CH2:36][CH2:37][CH2:38][CH2:39][CH2:40][CH2:41][CH2:42][CH2:43][CH2:44][CH2:45][CH3:46], predict the reaction product. The product is: [CH2:45]([CH:46]1[N:1]([C:10](=[O:28])[CH2:11][CH2:12][CH2:13][CH2:14][CH2:15][CH2:16][CH2:17][CH2:18][CH2:19][CH2:20][CH2:21][CH2:22][CH2:23][CH2:24][CH2:25][CH2:26][CH3:27])[CH:2]([C:7]([OH:9])=[O:8])[CH2:3][C:4](=[O:6])[NH:5]1)[CH2:44][CH2:43][CH2:42][CH2:41][CH2:40][CH2:39][CH2:38][CH2:37][CH2:36][CH2:35][CH2:34][CH2:33][CH2:32][CH2:31][CH2:30][CH3:29]. (4) Given the reactants [CH3:1][C:2]1[N:7]=[CH:6][C:5]([CH:8]=[O:9])=[CH:4][N:3]=1.C1N2CCN(CC2)C1.[C:18]([O:22][CH3:23])(=[O:21])[CH:19]=[CH2:20], predict the reaction product. The product is: [CH3:23][O:22][C:18](=[O:21])[C:19]([CH:8]([OH:9])[C:5]1[CH:4]=[N:3][C:2]([CH3:1])=[N:7][CH:6]=1)=[CH2:20]. (5) The product is: [CH2:15]([NH:22][CH:11]1[CH2:12][CH2:13][N:8]([C:6]([O:5][C:1]([CH3:4])([CH3:3])[CH3:2])=[O:7])[CH2:9][CH2:10]1)[C:16]1[CH:21]=[CH:20][CH:19]=[CH:18][CH:17]=1. Given the reactants [C:1]([O:5][C:6]([N:8]1[CH2:13][CH2:12][C:11](=O)[CH2:10][CH2:9]1)=[O:7])([CH3:4])([CH3:3])[CH3:2].[CH2:15]([NH2:22])[C:16]1[CH:21]=[CH:20][CH:19]=[CH:18][CH:17]=1.C(O)(=O)C.C(O[BH-](OC(=O)C)OC(=O)C)(=O)C.[Na+].[OH-].[Na+], predict the reaction product. (6) Given the reactants [O:1]1[CH:5]=[CH:4][N:3]=[C:2]1[C:6]1[CH:11]=[CH:10][C:9]([OH:12])=[CH:8][CH:7]=1.[C:13]([O:17][C:18]([N:20]1[CH2:24][CH2:23][CH2:22][C@@H:21]1[CH2:25][O:26][C:27]1[CH:32]=[CH:31][C:30](I)=[CH:29][CH:28]=1)=[O:19])([CH3:16])([CH3:15])[CH3:14], predict the reaction product. The product is: [C:13]([O:17][C:18]([N:20]1[CH2:24][CH2:23][CH2:22][C@@H:21]1[CH2:25][O:26][C:27]1[CH:28]=[CH:29][C:30]([O:12][C:9]2[CH:10]=[CH:11][C:6]([C:2]3[O:1][CH:5]=[CH:4][N:3]=3)=[CH:7][CH:8]=2)=[CH:31][CH:32]=1)=[O:19])([CH3:16])([CH3:14])[CH3:15]. (7) Given the reactants [CH3:1][O:2][C:3](=[O:24])[C:4]1[CH:9]=[C:8]([C:10](=O)[CH3:11])[C:7](F)=[C:6]([F:14])[C:5]=1[NH:15][C:16]1[CH:21]=[CH:20][C:19]([Br:22])=[CH:18][C:17]=1[Cl:23].C(O)(=O)C.[CH:29]([NH2:31])=[NH:30], predict the reaction product. The product is: [CH3:1][O:2][C:3]([C:4]1[CH:9]=[C:8]2[C:7](=[C:6]([F:14])[C:5]=1[NH:15][C:16]1[CH:21]=[CH:20][C:19]([Br:22])=[CH:18][C:17]=1[Cl:23])[N:31]=[CH:29][N:30]=[C:10]2[CH3:11])=[O:24]. (8) Given the reactants C[Si]([N-][Si](C)(C)C)(C)C.[Li+].[C:11]1([CH:17]([CH3:21])[C:18]([OH:20])=[O:19])[CH:16]=[CH:15][CH:14]=[CH:13][CH:12]=1.Br[CH2:23][CH2:24][C@@H:25]([CH3:28])[CH2:26][CH3:27], predict the reaction product. The product is: [CH3:21][C:17]([C:11]1[CH:16]=[CH:15][CH:14]=[CH:13][CH:12]=1)([CH2:23][CH2:24][C@@H:25]([CH3:28])[CH2:26][CH3:27])[C:18]([OH:20])=[O:19]. (9) The product is: [CH3:14][N:15]1[CH2:20][CH2:19][N:18]([S:10]([C:6]2[CH:5]=[C:4]([NH2:1])[CH:9]=[CH:8][CH:7]=2)(=[O:12])=[O:11])[CH2:17][CH2:16]1. Given the reactants [N+:1]([C:4]1[CH:5]=[C:6]([S:10](Cl)(=[O:12])=[O:11])[CH:7]=[CH:8][CH:9]=1)([O-])=O.[CH3:14][N:15]1[CH2:20][CH2:19][NH:18][CH2:17][CH2:16]1, predict the reaction product.